Dataset: Reaction yield outcomes from USPTO patents with 853,638 reactions. Task: Predict the reaction yield, written as a fraction of the theoretical maximum amount of product (1.0 means a 100% yield; for example, 0.34 means a 34% yield). (1) The reactants are [Br:1][C:2]1[C:3]([CH2:8]O)=[N:4][CH:5]=[CH:6][CH:7]=1.S(Cl)(Cl)=O.N1[C:22]2[C:17](=[CH:18][CH:19]=[CH:20][CH:21]=2)[C:16]2([C:34]3[C:25](=[CH:26][C:27]4[O:32][CH2:31][CH2:30][O:29][C:28]=4[CH:33]=3)[O:24][CH2:23]2)[C:15]1=[O:35].[C:36](=O)([O-])[O-].[Cs+].[Cs+].[I-].[K+]. The catalyst is ClCCl.CN(C)C=O. The product is [Br:1][C:2]1[C:3]([CH2:8][CH:36]2[C:22]3[C:17](=[CH:18][CH:19]=[CH:20][CH:21]=3)[C:16]3([C:34]4[C:25](=[CH:26][C:27]5[O:32][CH2:31][CH2:30][O:29][C:28]=5[CH:33]=4)[O:24][CH2:23]3)[C:15]2=[O:35])=[N:4][CH:5]=[CH:6][CH:7]=1. The yield is 0.590. (2) The reactants are FC(F)(F)S(O[C:7]1[CH:8]=[CH:9][CH:10]=[C:11]2[C:16]=1[N:15]=[C:14]([C:17]1[N:21]3[CH:22]=[CH:23][CH:24]=[CH:25][C:20]3=[N:19][N:18]=1)[CH:13]=[CH:12]2)(=O)=O.[NH2:28][CH:29]1[CH2:34][CH2:33][N:32]([C:35]([O:37][C:38]([CH3:41])([CH3:40])[CH3:39])=[O:36])[CH2:31][CH2:30]1.C1C=CC(P(C2C(C3C(P(C4C=CC=CC=4)C4C=CC=CC=4)=CC=C4C=3C=CC=C4)=C3C(C=CC=C3)=CC=2)C2C=CC=CC=2)=CC=1.C(=O)([O-])[O-].[Cs+].[Cs+]. The catalyst is C1C=CC(/C=C/C(/C=C/C2C=CC=CC=2)=O)=CC=1.C1C=CC(/C=C/C(/C=C/C2C=CC=CC=2)=O)=CC=1.C1C=CC(/C=C/C(/C=C/C2C=CC=CC=2)=O)=CC=1.[Pd].[Pd]. The product is [N:19]1[N:18]=[C:17]([C:14]2[CH:13]=[CH:12][C:11]3[C:16](=[C:7]([NH:28][CH:29]4[CH2:30][CH2:31][N:32]([C:35]([O:37][C:38]([CH3:41])([CH3:40])[CH3:39])=[O:36])[CH2:33][CH2:34]4)[CH:8]=[CH:9][CH:10]=3)[N:15]=2)[N:21]2[CH:22]=[CH:23][CH:24]=[CH:25][C:20]=12. The yield is 0.950. (3) The reactants are [CH3:1][C:2]([C:13]1[NH:14][C:15]2[C:20]([CH:21]=1)=[CH:19][C:18]([N+:22]([O-])=O)=[CH:17][CH:16]=2)([CH3:12])[CH2:3][NH:4][C:5](=[O:11])[O:6][C:7]([CH3:10])([CH3:9])[CH3:8].C([O-])=O.[NH4+]. The product is [NH2:22][C:18]1[CH:19]=[C:20]2[C:15](=[CH:16][CH:17]=1)[NH:14][C:13]([C:2]([CH3:12])([CH3:1])[CH2:3][NH:4][C:5](=[O:11])[O:6][C:7]([CH3:9])([CH3:8])[CH3:10])=[CH:21]2. The catalyst is C1COCC1.O.[Pd]. The yield is 0.800. (4) The reactants are [CH2:1]([O:3][C:4](=[O:22])[C:5]1[CH:10]=[C:9]([N+:11]([O-])=O)[CH:8]=[C:7]([N+]([O-])=O)[C:6]=1[CH:17]=[CH:18][N:19](C)C)[CH3:2].Cl[Sn]Cl. The catalyst is C(O)C. The product is [CH2:1]([O:3][C:4]([C:5]1[C:6]2[CH:17]=[CH:18][NH:19][C:7]=2[CH:8]=[C:9]([NH2:11])[CH:10]=1)=[O:22])[CH3:2]. The yield is 0.400. (5) The reactants are Br[C:2]1[CH:3]=[CH:4][C:5]2[O:11][CH2:10][CH2:9][N:8]3[CH:12]=[C:13]([C:15]4[N:19]([CH2:20][C:21]([F:24])([F:23])[F:22])[N:18]=[CH:17][N:16]=4)[N:14]=[C:7]3[C:6]=2[CH:25]=1.[F:26][C:27]1[C:32](B(O)O)=[CH:31][CH:30]=[CH:29][N:28]=1. No catalyst specified. The product is [F:26][C:27]1[C:32]([C:2]2[CH:3]=[CH:4][C:5]3[O:11][CH2:10][CH2:9][N:8]4[CH:12]=[C:13]([C:15]5[N:19]([CH2:20][C:21]([F:22])([F:23])[F:24])[N:18]=[CH:17][N:16]=5)[N:14]=[C:7]4[C:6]=3[CH:25]=2)=[CH:31][CH:30]=[CH:29][N:28]=1. The yield is 0.550. (6) The reactants are [Br:1][C:2]1[N:3]=[C:4]([C:7]([NH:9][C@@H:10]([CH3:15])[C:11]([F:14])([F:13])[F:12])=O)[S:5][CH:6]=1.COC1C=CC(P2(SP(C3C=CC(OC)=CC=3)(=S)S2)=[S:25])=CC=1. The catalyst is C1(C)C=CC=CC=1. The product is [Br:1][C:2]1[N:3]=[C:4]([C:7](=[S:25])[NH:9][C@@H:10]([CH3:15])[C:11]([F:14])([F:13])[F:12])[S:5][CH:6]=1. The yield is 0.880. (7) The reactants are [C:1]([CH:5]1[CH2:10][CH2:9][CH:8]([O:11][C:12]2[CH:13]=[C:14]3[C:19](=[CH:20][CH:21]=2)[CH:18]=[C:17]([CH2:22][N:23]2[CH2:28][CH2:27][C:26]([CH2:32]C)(C(O)=O)[CH2:25][CH2:24]2)[CH:16]=[CH:15]3)[CH2:7][CH2:6]1)([CH3:4])([CH3:3])[CH3:2].N1CCC(C[C:41]([OH:43])=[O:42])CC1.C(C1CCC(OC2C=C3C(=CC=2)C=C(C=O)C=C3)CC1)(C)(C)C.C(O[BH-](OC(=O)C)OC(=O)C)(=O)C.[Na+]. No catalyst specified. The product is [C:1]([CH:5]1[CH2:10][CH2:9][CH:8]([O:11][C:12]2[CH:13]=[C:14]3[C:19](=[CH:20][CH:21]=2)[CH:18]=[C:17]([CH2:22][N:23]2[CH2:24][CH2:25][CH:26]([CH2:32][C:41]([OH:43])=[O:42])[CH2:27][CH2:28]2)[CH:16]=[CH:15]3)[CH2:7][CH2:6]1)([CH3:3])([CH3:4])[CH3:2]. The yield is 0.600.